Dataset: NCI-60 drug combinations with 297,098 pairs across 59 cell lines. Task: Regression. Given two drug SMILES strings and cell line genomic features, predict the synergy score measuring deviation from expected non-interaction effect. (1) Cell line: MCF7. Drug 1: CC12CCC3C(C1CCC2=O)CC(=C)C4=CC(=O)C=CC34C. Drug 2: CN(C)C1=NC(=NC(=N1)N(C)C)N(C)C. Synergy scores: CSS=8.21, Synergy_ZIP=0.0377, Synergy_Bliss=0.659, Synergy_Loewe=-31.2, Synergy_HSA=-1.99. (2) Drug 1: C1=NC(=NC(=O)N1C2C(C(C(O2)CO)O)O)N. Drug 2: C(CN)CNCCSP(=O)(O)O. Cell line: HL-60(TB). Synergy scores: CSS=44.2, Synergy_ZIP=2.34, Synergy_Bliss=4.01, Synergy_Loewe=-34.7, Synergy_HSA=-3.18. (3) Drug 1: CC12CCC(CC1=CCC3C2CCC4(C3CC=C4C5=CN=CC=C5)C)O. Drug 2: CC(C)(C#N)C1=CC(=CC(=C1)CN2C=NC=N2)C(C)(C)C#N. Cell line: SK-OV-3. Synergy scores: CSS=1.94, Synergy_ZIP=-0.774, Synergy_Bliss=0.0799, Synergy_Loewe=-0.380, Synergy_HSA=-0.190.